This data is from Full USPTO retrosynthesis dataset with 1.9M reactions from patents (1976-2016). The task is: Predict the reactants needed to synthesize the given product. (1) Given the product [Cl:1][C:2]1[C:3]([C:8]2[N:12]([CH2:13][C:14]([F:16])([F:17])[F:15])[N:11]=[CH:10][C:9]=2[C:18]([OH:20])=[O:19])=[N:4][CH:5]=[CH:6][CH:7]=1, predict the reactants needed to synthesize it. The reactants are: [Cl:1][C:2]1[C:3]([C:8]2[N:12]([CH2:13][C:14]([F:17])([F:16])[F:15])[N:11]=[CH:10][C:9]=2[C:18]([O:20]CC)=[O:19])=[N:4][CH:5]=[CH:6][CH:7]=1.[Li+].[OH-].O.Cl. (2) Given the product [ClH:1].[Cl:1][C:2]1[CH:3]=[CH:4][C:5]([CH2:8][O:9][C:10]2[CH:15]=[CH:14][N:13]([C:16]3[CH:21]=[CH:20][C:19]4[C:22]5[CH2:23][NH:24][CH2:25][CH2:26][C:27]=5[O:28][C:18]=4[CH:17]=3)[C:12](=[O:29])[CH:11]=2)=[N:6][CH:7]=1, predict the reactants needed to synthesize it. The reactants are: [Cl:1][C:2]1[CH:3]=[CH:4][C:5]([CH2:8][O:9][C:10]2[CH:15]=[CH:14][N:13]([C:16]3[CH:21]=[CH:20][C:19]4[C:22]5[CH2:23][NH:24][CH2:25][CH2:26][C:27]=5[O:28][C:18]=4[CH:17]=3)[C:12](=[O:29])[CH:11]=2)=[N:6][CH:7]=1.Cl.CCOCC. (3) Given the product [CH3:15][O:14][C:10]([C:11]1[S:12][C:2]2[CH:9]=[CH:8][CH:7]=[CH:6][C:3]=2[C:4]=1[NH2:5])=[O:13], predict the reactants needed to synthesize it. The reactants are: F[C:2]1[CH:9]=[CH:8][CH:7]=[CH:6][C:3]=1[C:4]#[N:5].[C:10]([O:14][CH3:15])(=[O:13])[CH2:11][SH:12].CC(C)([O-])C.[K+]. (4) The reactants are: [CH2:1]([O:3][C:4]([C:6]1[O:14][C:13]2[C:12]([Cl:15])=[CH:11][N:10]=[CH:9][C:8]=2[C:7]=1[NH2:16])=[O:5])[CH3:2].C(=O)([O-])[O-].[Cs+].[Cs+].[F:23][C:24]1[CH:29]=[C:28]([Si:30]([CH3:33])([CH3:32])[CH3:31])[CH:27]=[CH:26][C:25]=1OS(C(F)(F)F)(=O)=O. Given the product [CH2:1]([O:3][C:4]([C:6]1[O:14][C:13]2[C:12]([Cl:15])=[CH:11][N:10]=[CH:9][C:8]=2[C:7]=1[NH:16][C:25]1[CH:26]=[CH:27][C:28]([Si:30]([CH3:32])([CH3:31])[CH3:33])=[CH:29][C:24]=1[F:23])=[O:5])[CH3:2], predict the reactants needed to synthesize it.